From a dataset of Aqueous solubility values for 9,982 compounds from the AqSolDB database. Regression/Classification. Given a drug SMILES string, predict its absorption, distribution, metabolism, or excretion properties. Task type varies by dataset: regression for continuous measurements (e.g., permeability, clearance, half-life) or binary classification for categorical outcomes (e.g., BBB penetration, CYP inhibition). For this dataset (solubility_aqsoldb), we predict Y. (1) The drug is O=C(O)CCC(C(=O)O)N(CC(=O)O)CC(=O)O. The Y is 0.0436 log mol/L. (2) The molecule is C#CC(OC(=O)C1C(C=C(C)C)C1(C)C)/C(C)=C/CC. The Y is -6.39 log mol/L. (3) The drug is C[As](C)(=O)O. The Y is 1.16 log mol/L. (4) The drug is O=c1oc2ccccc2c(O)c1C(CC(O)c1ccc(-c2ccc(Br)cc2)cc1)c1ccccc1. The Y is -4.45 log mol/L. (5) The compound is Nc1c(S(=O)(=O)O)ccc2ncccc12. The Y is -2.50 log mol/L. (6) The molecule is Cc1cc(O)c(Cl)c(C)c1Cl. The Y is -2.98 log mol/L.